This data is from Reaction yield outcomes from USPTO patents with 853,638 reactions. The task is: Predict the reaction yield, written as a fraction of the theoretical maximum amount of product (1.0 means a 100% yield; for example, 0.34 means a 34% yield). (1) The reactants are [C:1]([C:3]1[CH:4]=[C:5]2[C:10](=[CH:11][CH:12]=1)[NH:9][CH2:8][C@@H:7]([NH:13][S:14]([C:17]1[CH:22]=[CH:21][CH:20]=[CH:19][CH:18]=1)(=[O:16])=[O:15])[CH2:6]2)#[N:2].N1C=CC=CC=1.[C:29](Cl)(=[O:36])[C:30]1[CH:35]=[CH:34][CH:33]=[CH:32][CH:31]=1. The catalyst is C(Cl)Cl. The product is [C:29]([N:9]1[C:10]2[C:5](=[CH:4][C:3]([C:1]#[N:2])=[CH:12][CH:11]=2)[CH2:6][C@H:7]([NH:13][S:14]([C:17]2[CH:22]=[CH:21][CH:20]=[CH:19][CH:18]=2)(=[O:16])=[O:15])[CH2:8]1)(=[O:36])[C:30]1[CH:35]=[CH:34][CH:33]=[CH:32][CH:31]=1. The yield is 0.880. (2) The yield is 0.500. The catalyst is CC(O)(C)C. The reactants are [OH:1][C:2]1[CH:11]=[CH:10][CH:9]=[C:8]2[C:3]=1[CH:4]=[CH:5][C:6]([CH:12]=[O:13])=[CH:7]2.CS(O[C@H:19]1[CH2:24][CH2:23][C@@H:22]([C:25]([CH3:28])([CH3:27])[CH3:26])[CH2:21][CH2:20]1)(=O)=O.C([O-])([O-])=O.[Cs+].[Cs+]. The product is [C:25]([C@H:22]1[CH2:23][CH2:24][C@H:19]([O:1][C:2]2[CH:11]=[CH:10][CH:9]=[C:8]3[C:3]=2[CH:4]=[CH:5][C:6]([CH:12]=[O:13])=[CH:7]3)[CH2:20][CH2:21]1)([CH3:28])([CH3:27])[CH3:26]. (3) The catalyst is CN(C=O)C. The yield is 0.210. The reactants are [Cl:1][C:2]1[CH:3]=[CH:4][C:5]([O:30][CH3:31])=[C:6]([C:8]2[C:12]([NH:13][C:14]([C:16]3[CH:17]=[N:18][N:19]4[CH:24]=[CH:23][CH:22]=[N:21][C:20]=34)=[O:15])=[CH:11][N:10]([CH:25]([F:29])[C:26]([OH:28])=O)[N:9]=2)[CH:7]=1.[CH:32]1([NH2:35])[CH2:34][CH2:33]1.F[P-](F)(F)(F)(F)F.N1(O[P+](N2CCCC2)(N2CCCC2)N2CCCC2)C2N=CC=CC=2N=N1. The product is [Cl:1][C:2]1[CH:3]=[CH:4][C:5]([O:30][CH3:31])=[C:6]([C:8]2[C:12]([NH:13][C:14]([C:16]3[CH:17]=[N:18][N:19]4[CH:24]=[CH:23][CH:22]=[N:21][C:20]=34)=[O:15])=[CH:11][N:10]([CH:25]([F:29])[C:26]([NH:35][CH:32]3[CH2:34][CH2:33]3)=[O:28])[N:9]=2)[CH:7]=1. (4) The reactants are Br[C:2]1[CH:3]=[C:4]([NH:8][C:9]2[C:13]3[CH2:14][N:15]([C:18](=[O:20])[CH3:19])[CH2:16][CH2:17][C:12]=3[N:11]([CH3:21])[N:10]=2)[CH:5]=[CH:6][CH:7]=1.CC1(C)C(C)(C)OB([C:30]2[S:34][CH:33]=[N:32][CH:31]=2)O1.ClCCl.C([O-])([O-])=O.[Na+].[Na+]. The catalyst is O1CCOCC1.O.C1C=CC(P(C2C=CC=CC=2)[C-]2C=CC=C2)=CC=1.C1C=CC(P(C2C=CC=CC=2)[C-]2C=CC=C2)=CC=1.Cl[Pd]Cl.[Fe+2]. The product is [CH3:21][N:11]1[C:12]2[CH2:17][CH2:16][N:15]([C:18](=[O:20])[CH3:19])[CH2:14][C:13]=2[C:9]([NH:8][C:4]2[CH:5]=[CH:6][CH:7]=[C:2]([C:30]3[S:34][CH:33]=[N:32][CH:31]=3)[CH:3]=2)=[N:10]1. The yield is 0.0500.